Dataset: Reaction yield outcomes from USPTO patents with 853,638 reactions. Task: Predict the reaction yield, written as a fraction of the theoretical maximum amount of product (1.0 means a 100% yield; for example, 0.34 means a 34% yield). (1) The reactants are [Br:1]Br.C([O-])([O-])=O.[K+].[K+].[CH3:9][O:10][C:11]1[CH:17]=[C:16]([O:18][CH3:19])[CH:15]=[CH:14][C:12]=1[NH2:13].O. The catalyst is C(Cl)(Cl)Cl. The product is [Br:1][C:15]1[C:16]([O:18][CH3:19])=[CH:17][C:11]([O:10][CH3:9])=[C:12]([CH:14]=1)[NH2:13]. The yield is 0.230. (2) The reactants are [CH3:1][C:2]([C:6]1[NH:7][C:8]2[C:13]([CH:14]=1)=[CH:12][C:11]([N+:15]([O-:17])=[O:16])=[CH:10][CH:9]=2)([CH3:5])[CH2:3][NH2:4].CCN(CC)CC.[C:25](O[C:25]([O:27][C:28]([CH3:31])([CH3:30])[CH3:29])=[O:26])([O:27][C:28]([CH3:31])([CH3:30])[CH3:29])=[O:26].O. The catalyst is C1COCC1. The product is [CH3:5][C:2]([C:6]1[NH:7][C:8]2[C:13]([CH:14]=1)=[CH:12][C:11]([N+:15]([O-:17])=[O:16])=[CH:10][CH:9]=2)([CH3:1])[CH2:3][NH:4][C:25](=[O:26])[O:27][C:28]([CH3:31])([CH3:30])[CH3:29]. The yield is 0.670. (3) The reactants are [Li+].[CH3:2]C([N-]C(C)C)C.[CH2:9]([O:11][C:12]([CH:14]1[CH2:23][CH2:22][C:17]2([O:21][CH2:20][CH2:19][O:18]2)[CH2:16][CH2:15]1)=[O:13])[CH3:10].CI. The catalyst is C1COCC1. The product is [CH2:9]([O:11][C:12]([C:14]1([CH3:2])[CH2:23][CH2:22][C:17]2([O:18][CH2:19][CH2:20][O:21]2)[CH2:16][CH2:15]1)=[O:13])[CH3:10]. The yield is 1.00.